This data is from Forward reaction prediction with 1.9M reactions from USPTO patents (1976-2016). The task is: Predict the product of the given reaction. (1) Given the reactants [Cl:1][C:2]1[CH:3]=[C:4]([CH:7]=[CH:8][C:9]=1[Cl:10])[CH:5]=O.[C@@H:11]1([NH2:21])[C:20]2[C:15](=[CH:16][CH:17]=[CH:18][CH:19]=2)[CH2:14][CH2:13][CH2:12]1, predict the reaction product. The product is: [Cl:1][C:2]1[CH:3]=[C:4]([CH:7]=[CH:8][C:9]=1[Cl:10])[CH2:5][NH:21][C@@H:11]1[C:20]2[C:15](=[CH:16][CH:17]=[CH:18][CH:19]=2)[CH2:14][CH2:13][CH2:12]1. (2) The product is: [Cl:1][C:2]1[N:7]=[C:6]([C:8]([NH2:13])=[O:9])[CH:5]=[CH:4][C:3]=1[CH3:11]. Given the reactants [Cl:1][C:2]1[N:7]=[C:6]([C:8](O)=[O:9])[CH:5]=[CH:4][C:3]=1[CH3:11].[Cl-].[NH4+:13], predict the reaction product. (3) Given the reactants O=C1C2C(=CC=CC=2)C(=O)[N:3]1[CH2:12][CH2:13][CH2:14][O:15][C:16]1[CH:21]=[CH:20][C:19]([C:22]2[CH:23]=[C:24]([C:30]#[N:31])[C:25](=[O:29])[NH:26][C:27]=2[CH3:28])=[CH:18][CH:17]=1.CN, predict the reaction product. The product is: [NH2:3][CH2:12][CH2:13][CH2:14][O:15][C:16]1[CH:17]=[CH:18][C:19]([C:22]2[CH:23]=[C:24]([C:30]#[N:31])[C:25](=[O:29])[NH:26][C:27]=2[CH3:28])=[CH:20][CH:21]=1. (4) Given the reactants [N+:1]([C:4]1[CH:5]=[C:6]([CH:14]=[CH:15][CH:16]=1)[O:7][CH:8]1[CH2:13][CH2:12][CH2:11][CH2:10][O:9]1)([O-])=O, predict the reaction product. The product is: [O:9]1[CH2:10][CH2:11][CH2:12][CH2:13][CH:8]1[O:7][C:6]1[CH:5]=[C:4]([CH:16]=[CH:15][CH:14]=1)[NH2:1]. (5) The product is: [Br:4][C:5]1[C:6]([C:1]#[N:2])=[N:7][CH:8]=[C:9]([CH3:11])[CH:10]=1. Given the reactants [C-:1]#[N:2].[K+].[Br:4][C:5]1[C:6](F)=[N:7][CH:8]=[C:9]([CH3:11])[CH:10]=1.O, predict the reaction product. (6) Given the reactants [CH3:1][O:2][C:3]1[CH:4]=[C:5]([CH:8]=[CH:9][C:10]=1[O:11][CH2:12][C:13]1[C:22]2[C:17](=[CH:18][CH:19]=[CH:20][CH:21]=2)[CH:16]=[CH:15][CH:14]=1)[CH:6]=O.[S:23]1[CH2:27][C:26](=[O:28])[NH:25][C:24]1=[O:29].N1CCCCC1, predict the reaction product. The product is: [CH3:1][O:2][C:3]1[CH:4]=[C:5](/[CH:6]=[C:27]2/[C:26](=[O:28])[NH:25][C:24](=[O:29])[S:23]/2)[CH:8]=[CH:9][C:10]=1[O:11][CH2:12][C:13]1[C:22]2[C:17](=[CH:18][CH:19]=[CH:20][CH:21]=2)[CH:16]=[CH:15][CH:14]=1.